Task: Regression. Given a peptide amino acid sequence and an MHC pseudo amino acid sequence, predict their binding affinity value. This is MHC class I binding data.. Dataset: Peptide-MHC class I binding affinity with 185,985 pairs from IEDB/IMGT (1) The peptide sequence is LQAGFFLLTR. The MHC is HLA-A02:01 with pseudo-sequence HLA-A02:01. The binding affinity (normalized) is 0.268. (2) The peptide sequence is AVAKCNLNH. The MHC is HLA-A11:01 with pseudo-sequence HLA-A11:01. The binding affinity (normalized) is 0.497. (3) The peptide sequence is FGNVYVKF. The MHC is Mamu-B52 with pseudo-sequence Mamu-B52. The binding affinity (normalized) is 0.790. (4) The peptide sequence is MVGLFSNNPH. The MHC is HLA-A33:01 with pseudo-sequence HLA-A33:01. The binding affinity (normalized) is 0.447. (5) The peptide sequence is QPRAPIRPI. The MHC is HLA-A02:03 with pseudo-sequence HLA-A02:03. The binding affinity (normalized) is 0.